From a dataset of Reaction yield outcomes from USPTO patents with 853,638 reactions. Predict the reaction yield, written as a fraction of the theoretical maximum amount of product (1.0 means a 100% yield; for example, 0.34 means a 34% yield). (1) The reactants are [CH:1]([C:3]1[O:4][C:5](B(O)O)=[CH:6][CH:7]=1)=[O:2].I[C:12]1[CH:13]=[C:14]2[C:19](=[CH:20][CH:21]=1)[N:18]=[C:17]([C:22]1[CH:27]=[CH:26][CH:25]=[C:24]([O:28][CH3:29])[CH:23]=1)[N:16]([CH2:30][C:31]([NH:33][CH:34]([CH3:36])[CH3:35])=[O:32])[C:15]2=[O:37]. The catalyst is O1CCCC1.S1C=CC=C1C([O-])=O.[Cu+].C1C=CC([P]([Pd]([P](C2C=CC=CC=2)(C2C=CC=CC=2)C2C=CC=CC=2)([P](C2C=CC=CC=2)(C2C=CC=CC=2)C2C=CC=CC=2)[P](C2C=CC=CC=2)(C2C=CC=CC=2)C2C=CC=CC=2)(C2C=CC=CC=2)C2C=CC=CC=2)=CC=1. The product is [CH:1]([C:3]1[O:4][C:5]([C:12]2[CH:13]=[C:14]3[C:19](=[CH:20][CH:21]=2)[N:18]=[C:17]([C:22]2[CH:27]=[CH:26][CH:25]=[C:24]([O:28][CH3:29])[CH:23]=2)[N:16]([CH2:30][C:31]([NH:33][CH:34]([CH3:35])[CH3:36])=[O:32])[C:15]3=[O:37])=[CH:6][CH:7]=1)=[O:2]. The yield is 0.310. (2) The reactants are [OH:1][C:2]1[CH:3]=[C:4]([CH2:8][C:9]([O:11][CH3:12])=[O:10])[CH:5]=[CH:6][CH:7]=1.[C:13]([N:20]1[CH2:25][CH2:24][CH:23]([CH:26](O)[CH2:27][CH3:28])[CH2:22][CH2:21]1)([O:15][C:16]([CH3:19])([CH3:18])[CH3:17])=[O:14].C1(P(C2C=CC=CC=2)C2C=CC=CC=2)C=CC=CC=1.N(C(OC(C)C)=O)=NC(OC(C)C)=O. The catalyst is C1COCC1. The product is [C:13]([N:20]1[CH2:21][CH2:22][CH:23]([CH2:26][CH2:27][CH2:28][O:1][C:2]2[CH:3]=[C:4]([CH2:8][C:9]([O:11][CH3:12])=[O:10])[CH:5]=[CH:6][CH:7]=2)[CH2:24][CH2:25]1)([O:15][C:16]([CH3:19])([CH3:18])[CH3:17])=[O:14]. The yield is 0.620. (3) The reactants are CC([O-])(C)C.[K+].CC1C=CC(S([CH2:17][N+:18]#[C-])(=O)=O)=CC=1.[Cl:20][C:21]1[CH:22]=[C:23]([CH:26]=[CH:27][C:28]=1[O:29][CH3:30])[CH:24]=O.CO. The catalyst is C1COCC1.O. The product is [Cl:20][C:21]1[CH:22]=[C:23]([CH2:24][C:17]#[N:18])[CH:26]=[CH:27][C:28]=1[O:29][CH3:30]. The yield is 0.830. (4) The yield is 0.190. The catalyst is O1CCCC1. The reactants are [CH3:1][O:2][C:3]1[CH:16]=[C:15]([O:17][CH3:18])[CH:14]=[CH:13][C:4]=1[CH2:5][NH:6][C:7]1[N:12]=[CH:11][CH:10]=[CH:9][N:8]=1.C[Si](C)(C)N[Si](C)(C)C.[Li].[Cl:29][C:30]1[CH:31]=[C:32]([S:38](Cl)(=[O:40])=[O:39])[C:33]([F:37])=[CH:34][C:35]=1[F:36]. The product is [Cl:29][C:30]1[C:35]([F:36])=[CH:34][C:33]([F:37])=[C:32]([S:38]([N:6]([CH2:5][C:4]2[CH:13]=[CH:14][C:15]([O:17][CH3:18])=[CH:16][C:3]=2[O:2][CH3:1])[C:7]2[N:8]=[CH:9][CH:10]=[CH:11][N:12]=2)(=[O:40])=[O:39])[CH:31]=1. (5) The reactants are Cl[C:2]1[CH:11]=[CH:10][N:9]=[C:8]2[C:3]=1[C:4]1[CH:16]=[CH:15][CH:14]=[CH:13][C:5]=1[C:6](=[O:12])[NH:7]2.[CH3:17][O:18][C:19]1[CH:20]=[C:21]([CH:23]=[CH:24][CH:25]=1)[NH2:22]. No catalyst specified. The product is [CH3:17][O:18][C:19]1[CH:20]=[C:21]([NH:22][C:2]2[CH:11]=[CH:10][N:9]=[C:8]3[C:3]=2[C:4]2[CH:16]=[CH:15][CH:14]=[CH:13][C:5]=2[C:6](=[O:12])[NH:7]3)[CH:23]=[CH:24][CH:25]=1. The yield is 0.780. (6) The reactants are [Br:1]C1CC(=O)NC1=O.[CH3:9][O:10][C:11]1[CH:12]=[C:13]([N:17]2[CH2:23][CH2:22][CH2:21][N:20]([C:24]([O:26][C:27]([CH3:30])([CH3:29])[CH3:28])=[O:25])[CH2:19][CH2:18]2)[CH:14]=[N:15][CH:16]=1. The catalyst is C(#N)C. The product is [Br:1][C:16]1[N:15]=[CH:14][C:13]([N:17]2[CH2:23][CH2:22][CH2:21][N:20]([C:24]([O:26][C:27]([CH3:30])([CH3:29])[CH3:28])=[O:25])[CH2:19][CH2:18]2)=[CH:12][C:11]=1[O:10][CH3:9]. The yield is 0.570. (7) The reactants are [O:1]=[C:2]([C:9]1[CH:14]=[C:13]([F:15])[C:12]([F:16])=[C:11]([F:17])[C:10]=1[F:18])[CH2:3][C:4]([O:6][CH2:7][CH3:8])=[O:5].C[C:20](OC(C)=O)=[O:21].C(OCC)(OCC)O[CH2:28][CH3:29].Cl.[CH3:37]O.C([N:41]([CH2:44][CH3:45])[CH2:42]C)C. The catalyst is C1(C)C=CC=CC=1. The product is [OH:21][CH2:20][C:44]1([N:41]([CH3:42])[C:13]2([F:15])[CH:14]=[C:9]([C:2]([C:3](=[CH2:37])[C:4]([O:6][CH2:7][CH3:8])=[O:5])=[O:1])[C:10]([F:18])=[C:11]([F:17])[CH:12]2[F:16])[CH2:45][CH2:29][CH2:28]1. The yield is 0.460. (8) The reactants are [Br:1][C:2]1[CH:14]=[CH:13][C:12]([C:15](=[O:17])[NH2:16])=[C:11]2[C:3]=1[C:4]1[C:5]([CH3:23])=[CH:6][C:7](C(OCC)=O)=[CH:8][C:9]=1N2.C[Li].CC[O:28][CH2:29][CH3:30].[NH4+:31].[Cl-].[CH2:33]1COCC1. The catalyst is O. The product is [Br:1][C:2]1[C:3]2[C:4]3[C:9](=[CH:8][C:7]([C:29]([OH:28])([CH3:30])[CH3:33])=[CH:6][C:5]=3[CH3:23])[NH:31][C:11]=2[C:12]([C:15]([NH2:16])=[O:17])=[CH:13][CH:14]=1. The yield is 0.830. (9) The reactants are [CH2:1]([Li])CCC.[CH2:6]([O:13][C:14]1[CH:15]=[CH:16][C:17]([OH:22])=[C:18]([CH:21]=1)[CH:19]=O)[C:7]1[CH:12]=[CH:11][CH:10]=[CH:9][CH:8]=1.ClCCl. The catalyst is [Br-].C[P+](C1C=CC=CC=1)(C1C=CC=CC=1)C1C=CC=CC=1.C1COCC1. The product is [CH2:6]([O:13][C:14]1[CH:15]=[CH:16][C:17]([OH:22])=[C:18]([CH:19]=[CH2:1])[CH:21]=1)[C:7]1[CH:12]=[CH:11][CH:10]=[CH:9][CH:8]=1. The yield is 0.880. (10) The reactants are F[C:2]1[CH:7]=[CH:6][C:5]([N+:8]([O-:10])=[O:9])=[CH:4][CH:3]=1.[C:11]([C:15]1[CH:20]=[CH:19][C:18]([OH:21])=[CH:17][CH:16]=1)([CH3:14])([CH3:13])[CH3:12].C([O-])([O-])=O.[K+].[K+]. The catalyst is CN(C=O)C. The product is [C:11]([C:15]1[CH:16]=[CH:17][C:18]([O:21][C:2]2[CH:7]=[CH:6][C:5]([N+:8]([O-:10])=[O:9])=[CH:4][CH:3]=2)=[CH:19][CH:20]=1)([CH3:14])([CH3:12])[CH3:13]. The yield is 0.890.